Dataset: Peptide-MHC class I binding affinity with 185,985 pairs from IEDB/IMGT. Task: Regression. Given a peptide amino acid sequence and an MHC pseudo amino acid sequence, predict their binding affinity value. This is MHC class I binding data. (1) The peptide sequence is SPVSRSHSF. The MHC is HLA-B18:01 with pseudo-sequence HLA-B18:01. The binding affinity (normalized) is 0.0847. (2) The peptide sequence is DYVVVHGYF. The MHC is Patr-A0701 with pseudo-sequence Patr-A0701. The binding affinity (normalized) is 0.351. (3) The peptide sequence is IVILFIMFML. The MHC is HLA-A68:02 with pseudo-sequence HLA-A68:02. The binding affinity (normalized) is 0.156. (4) The peptide sequence is LTILDDNLYK. The MHC is HLA-A33:01 with pseudo-sequence HLA-A33:01. The binding affinity (normalized) is 0.0962. (5) The peptide sequence is VWLGRTVSTS. The MHC is HLA-A02:01 with pseudo-sequence HLA-A02:01. The binding affinity (normalized) is 0. (6) The peptide sequence is ILLAELEQL. The MHC is HLA-A02:03 with pseudo-sequence HLA-A02:03. The binding affinity (normalized) is 0.497.